The task is: Predict the reaction yield, written as a fraction of the theoretical maximum amount of product (1.0 means a 100% yield; for example, 0.34 means a 34% yield).. This data is from Reaction yield outcomes from USPTO patents with 853,638 reactions. (1) The reactants are C(O[C:6](=[O:28])[NH:7][C@@H:8]([CH2:21][C:22]1[CH:27]=[CH:26][CH:25]=[CH:24][CH:23]=1)[CH:9]([C:11](=[O:20])[NH:12][CH2:13][C:14]1[CH:19]=[CH:18][CH:17]=[CH:16][CH:15]=1)[OH:10])(C)(C)C.FC(F)(F)C(O)=O.[CH3:36][O:37][C:38]1[CH:43]=[CH:42][C:41]([CH2:44][C@H:45]([NH:49][C:50](=[O:62])[C@@H:51]([NH:53][C:54]([C:56]2[CH:61]=[N:60][CH:59]=[CH:58][N:57]=2)=[O:55])[CH3:52])C(O)=O)=[CH:40][CH:39]=1.C(N(CC)C(C)C)(C)C.CN(C(ON1N=NC2C=CC=NC1=2)=[N+](C)C)C.F[P-](F)(F)(F)(F)F. The catalyst is ClCCl.CN(C=O)C. The product is [CH2:21]([C@H:8]([NH:7][C:6]([C@@H:45]([NH:49][C:50]([C@@H:51]([NH:53][C:54]([C:56]1[CH:61]=[N:60][CH:59]=[CH:58][N:57]=1)=[O:55])[CH3:52])=[O:62])[CH2:44][C:41]1[CH:40]=[CH:39][C:38]([O:37][CH3:36])=[CH:43][CH:42]=1)=[O:28])[CH:9]([C:11](=[O:20])[NH:12][CH2:13][C:14]1[CH:15]=[CH:16][CH:17]=[CH:18][CH:19]=1)[OH:10])[C:22]1[CH:23]=[CH:24][CH:25]=[CH:26][CH:27]=1. The yield is 0.730. (2) The product is [Br:1][C:2]1[CH:7]=[CH:6][C:5]([CH3:8])=[C:4]([CH:3]=1)[NH2:9]. The yield is 0.807. The reactants are [Br:1][C:2]1[CH:7]=[CH:6][C:5]([CH3:8])=[C:4]([N+:9]([O-])=O)[CH:3]=1.O.O.[Sn](Cl)Cl.[OH-].[Na+]. The catalyst is CCOC(C)=O.